This data is from Forward reaction prediction with 1.9M reactions from USPTO patents (1976-2016). The task is: Predict the product of the given reaction. (1) Given the reactants [ClH:1].[NH2:2][CH2:3][C:4](=[O:10])[CH2:5][CH2:6][C:7]([OH:9])=[O:8].[CH2:11](O)[CH2:12][CH2:13][CH2:14][CH2:15][CH3:16], predict the reaction product. The product is: [ClH:1].[NH2:2][CH2:3][C:4](=[O:10])[CH2:5][CH2:6][C:7]([O:9][CH2:11][CH2:12][CH2:13][CH2:14][CH2:15][CH3:16])=[O:8]. (2) Given the reactants [CH3:1][O:2][CH2:3][CH2:4][CH2:5][N:6]1[CH2:29][CH2:28][C:9]2[N:10]([CH2:18][C:19]([C:22]3[CH:27]=[CH:26][N:25]=[CH:24][CH:23]=3)(O)[CH3:20])[C:11]3[CH:12]=[CH:13][C:14]([CH3:17])=[CH:15][C:16]=3[C:8]=2[CH2:7]1.C(=O)(O)[O-].[Na+], predict the reaction product. The product is: [CH3:1][O:2][CH2:3][CH2:4][CH2:5][N:6]1[CH2:29][CH2:28][C:9]2[N:10]([CH:18]=[C:19]([C:22]3[CH:23]=[CH:24][N:25]=[CH:26][CH:27]=3)[CH3:20])[C:11]3[CH:12]=[CH:13][C:14]([CH3:17])=[CH:15][C:16]=3[C:8]=2[CH2:7]1. (3) The product is: [OH:26][NH:25][C:58]([C:52]1([CH2:51][S:48]([N:45]2[CH2:46][CH2:47][N:42]([C:39]3[CH:38]=[CH:37][C:36]([C:32]4[CH:31]=[N:30][CH:35]=[CH:34][CH:33]=4)=[CH:41][CH:40]=3)[CH2:43][CH2:44]2)(=[O:49])=[O:50])[CH2:57][CH2:56][O:55][CH2:54][CH2:53]1)=[O:60]. Given the reactants O1C=CC=C1C1C=CC(N2CCN(S(CC(C(C)C)C([NH:25][OH:26])=O)(=O)=O)CC2)=CC=1.[N:30]1[CH:35]=[CH:34][CH:33]=[C:32]([C:36]2[CH:41]=[CH:40][C:39]([N:42]3[CH2:47][CH2:46][N:45]([S:48]([CH2:51][C:52]4([C:58]([OH:60])=O)[CH2:57][CH2:56][O:55][CH2:54][CH2:53]4)(=[O:50])=[O:49])[CH2:44][CH2:43]3)=[CH:38][CH:37]=2)[CH:31]=1, predict the reaction product. (4) Given the reactants [C:1]([O:5][C:6]([NH:8][CH2:9][C:10]1[N:11]([CH2:34][CH:35]([CH3:37])[CH3:36])[C:12](=[O:33])[C:13]2[C:18]([C:19]=1[C:20]1[CH:25]=[CH:24][CH:23]=[CH:22][CH:21]=1)=[CH:17][C:16](/[CH:26]=[CH:27]/[C:28]([O:30][CH2:31][CH3:32])=[O:29])=[CH:15][CH:14]=2)=[O:7])([CH3:4])([CH3:3])[CH3:2], predict the reaction product. The product is: [C:1]([O:5][C:6]([NH:8][CH2:9][C:10]1[N:11]([CH2:34][CH:35]([CH3:36])[CH3:37])[C:12](=[O:33])[C:13]2[C:18]([C:19]=1[C:20]1[CH:21]=[CH:22][CH:23]=[CH:24][CH:25]=1)=[CH:17][C:16]([CH2:26][CH2:27][C:28]([O:30][CH2:31][CH3:32])=[O:29])=[CH:15][CH:14]=2)=[O:7])([CH3:3])([CH3:2])[CH3:4]. (5) Given the reactants [CH3:1][O:2][CH2:3][CH2:4][O:5][C:6]1[CH:7]=[C:8]([CH:11]=[CH:12][C:13]=1[O:14][CH2:15][CH2:16][O:17][CH3:18])[CH:9]=O.C(O)(=O)[CH2:20][C:21]([OH:23])=[O:22].N1CCCCC1, predict the reaction product. The product is: [CH3:1][O:2][CH2:3][CH2:4][O:5][C:6]1[CH:7]=[C:8]([CH:9]=[CH:20][C:21]([OH:23])=[O:22])[CH:11]=[CH:12][C:13]=1[O:14][CH2:15][CH2:16][O:17][CH3:18]. (6) Given the reactants [Br:1][C:2]1[CH:7]=[CH:6][C:5]([C:8]2([C:11]#N)[CH2:10][CH2:9]2)=[CH:4][CH:3]=1.[C:13]1([Mg]Cl)[CH:18]=[CH:17][CH:16]=[CH:15][CH:14]=1.[O:21]1CCCC1.Cl, predict the reaction product. The product is: [Br:1][C:2]1[CH:7]=[CH:6][C:5]([C:8]2([C:11]([C:13]3[CH:18]=[CH:17][CH:16]=[CH:15][CH:14]=3)=[O:21])[CH2:10][CH2:9]2)=[CH:4][CH:3]=1. (7) Given the reactants [Br:1][C:2]1[CH:10]=[CH:9][C:5]([C:6](O)=[O:7])=[C:4]([S:11][CH:12]([CH3:14])[CH3:13])[CH:3]=1.C(N1C=CN=C1)(N1C=CN=C1)=O.[CH3:27][S:28]([NH2:31])(=[O:30])=[O:29].C1CCN2C(=NCCC2)CC1.Cl, predict the reaction product. The product is: [Br:1][C:2]1[CH:10]=[CH:9][C:5]([C:6]([NH:31][S:28]([CH3:27])(=[O:30])=[O:29])=[O:7])=[C:4]([S:11][CH:12]([CH3:14])[CH3:13])[CH:3]=1.